From a dataset of Peptide-MHC class I binding affinity with 185,985 pairs from IEDB/IMGT. Regression. Given a peptide amino acid sequence and an MHC pseudo amino acid sequence, predict their binding affinity value. This is MHC class I binding data. (1) The peptide sequence is VVYRGTTTY. The MHC is HLA-B15:01 with pseudo-sequence HLA-B15:01. The binding affinity (normalized) is 0.566. (2) The peptide sequence is RPNNNTRKSI. The MHC is HLA-A33:01 with pseudo-sequence HLA-A33:01. The binding affinity (normalized) is 0. (3) The peptide sequence is RIRTWKSLVK. The MHC is HLA-B54:01 with pseudo-sequence HLA-B54:01. The binding affinity (normalized) is 0. (4) The peptide sequence is GTSNRTPTV. The MHC is HLA-B15:01 with pseudo-sequence HLA-B15:01. The binding affinity (normalized) is 0.0228. (5) The peptide sequence is PLLPIFFCL. The MHC is HLA-A11:01 with pseudo-sequence HLA-A11:01. The binding affinity (normalized) is 0. (6) The peptide sequence is QENEIYTYF. The MHC is HLA-B58:01 with pseudo-sequence HLA-B58:01. The binding affinity (normalized) is 0.0847. (7) The peptide sequence is ETINEEAAEW. The MHC is HLA-B45:01 with pseudo-sequence HLA-B45:01. The binding affinity (normalized) is 0.215.